From a dataset of NCI-60 drug combinations with 297,098 pairs across 59 cell lines. Regression. Given two drug SMILES strings and cell line genomic features, predict the synergy score measuring deviation from expected non-interaction effect. (1) Drug 1: C1=CC(=CC=C1CCCC(=O)O)N(CCCl)CCCl. Drug 2: C1=NC2=C(N=C(N=C2N1C3C(C(C(O3)CO)O)F)Cl)N. Cell line: SK-MEL-2. Synergy scores: CSS=19.5, Synergy_ZIP=-7.05, Synergy_Bliss=-10.6, Synergy_Loewe=-29.0, Synergy_HSA=-8.78. (2) Drug 1: CC1C(C(CC(O1)OC2CC(OC(C2O)C)OC3=CC4=CC5=C(C(=O)C(C(C5)C(C(=O)C(C(C)O)O)OC)OC6CC(C(C(O6)C)O)OC7CC(C(C(O7)C)O)OC8CC(C(C(O8)C)O)(C)O)C(=C4C(=C3C)O)O)O)O. Drug 2: CN(CC1=CN=C2C(=N1)C(=NC(=N2)N)N)C3=CC=C(C=C3)C(=O)NC(CCC(=O)O)C(=O)O. Cell line: UACC62. Synergy scores: CSS=65.7, Synergy_ZIP=1.98, Synergy_Bliss=3.11, Synergy_Loewe=-8.71, Synergy_HSA=1.42. (3) Drug 1: C1CCN(CC1)CCOC2=CC=C(C=C2)C(=O)C3=C(SC4=C3C=CC(=C4)O)C5=CC=C(C=C5)O. Drug 2: CC1=C(C=C(C=C1)NC(=O)C2=CC=C(C=C2)CN3CCN(CC3)C)NC4=NC=CC(=N4)C5=CN=CC=C5. Cell line: OVCAR3. Synergy scores: CSS=4.23, Synergy_ZIP=0.625, Synergy_Bliss=4.62, Synergy_Loewe=-0.816, Synergy_HSA=-0.712. (4) Drug 1: C1=NC(=NC(=O)N1C2C(C(C(O2)CO)O)O)N. Drug 2: CC1C(C(CC(O1)OC2CC(CC3=C2C(=C4C(=C3O)C(=O)C5=C(C4=O)C(=CC=C5)OC)O)(C(=O)CO)O)N)O.Cl. Cell line: LOX IMVI. Synergy scores: CSS=51.6, Synergy_ZIP=-4.00, Synergy_Bliss=-2.58, Synergy_Loewe=-8.54, Synergy_HSA=0.778. (5) Drug 1: CC=C1C(=O)NC(C(=O)OC2CC(=O)NC(C(=O)NC(CSSCCC=C2)C(=O)N1)C(C)C)C(C)C. Drug 2: CC12CCC3C(C1CCC2OP(=O)(O)O)CCC4=C3C=CC(=C4)OC(=O)N(CCCl)CCCl.[Na+]. Cell line: U251. Synergy scores: CSS=41.4, Synergy_ZIP=-0.958, Synergy_Bliss=0.230, Synergy_Loewe=-23.0, Synergy_HSA=0.371. (6) Drug 1: C1CCC(C1)C(CC#N)N2C=C(C=N2)C3=C4C=CNC4=NC=N3. Drug 2: C1CC(=O)NC(=O)C1N2CC3=C(C2=O)C=CC=C3N. Cell line: IGROV1. Synergy scores: CSS=2.31, Synergy_ZIP=-5.25, Synergy_Bliss=-7.79, Synergy_Loewe=-5.93, Synergy_HSA=-5.83. (7) Drug 1: COC1=CC(=CC(=C1O)OC)C2C3C(COC3=O)C(C4=CC5=C(C=C24)OCO5)OC6C(C(C7C(O6)COC(O7)C8=CC=CS8)O)O. Drug 2: CC12CCC3C(C1CCC2OP(=O)(O)O)CCC4=C3C=CC(=C4)OC(=O)N(CCCl)CCCl.[Na+]. Cell line: MCF7. Synergy scores: CSS=26.9, Synergy_ZIP=3.25, Synergy_Bliss=2.24, Synergy_Loewe=-38.4, Synergy_HSA=-3.76.